From a dataset of Full USPTO retrosynthesis dataset with 1.9M reactions from patents (1976-2016). Predict the reactants needed to synthesize the given product. (1) Given the product [CH3:24][C:9]1[NH:10][C:11]2=[N:12][CH:13]=[CH:14][CH:15]=[C:16]2[C:8]=1[C:30]1[CH:31]=[CH:32][CH:33]=[C:34]2[C:29]=1[CH:28]=[CH:27][N:26]=[CH:25]2, predict the reactants needed to synthesize it. The reactants are: O1CCOCC1.I[C:8]1[C:16]2[C:11](=[N:12][CH:13]=[CH:14][CH:15]=2)[N:10](C(OC(C)(C)C)=O)[C:9]=1[CH3:24].[CH:25]1[C:34]2[CH:33]=[CH:32][CH:31]=[C:30](B(O)O)[C:29]=2[CH:28]=[CH:27][N:26]=1.C(=O)([O-])[O-].[Na+].[Na+]. (2) Given the product [Cl:1][C:2]1[CH:3]=[CH:4][C:5]2[N:11]3[C:12]([C:15]([F:16])([F:18])[F:17])=[N:13][N:14]=[C:10]3[C@@H:9]([CH2:19][CH2:20][C:21]([OH:37])=[O:34])[S:8][C@H:7]([C:23]3[CH:28]=[CH:27][CH:26]=[C:25]([O:29][CH3:30])[C:24]=3[O:31][CH3:32])[C:6]=2[CH:33]=1, predict the reactants needed to synthesize it. The reactants are: [Cl:1][C:2]1[CH:3]=[CH:4][C:5]2[N:11]3[C:12]([C:15]([F:18])([F:17])[F:16])=[N:13][N:14]=[C:10]3[C@@H:9]([CH2:19][CH2:20][C:21]#N)[S:8][C@H:7]([C:23]3[CH:28]=[CH:27][CH:26]=[C:25]([O:29][CH3:30])[C:24]=3[O:31][CH3:32])[C:6]=2[CH:33]=1.[OH-:34].[Na+].C[OH:37].Cl. (3) Given the product [Cl:15][CH2:14][CH2:13][O:10][C:7]1[CH:8]=[CH:9][C:4]([N+:1]([O-:3])=[O:2])=[C:5]([CH3:11])[CH:6]=1, predict the reactants needed to synthesize it. The reactants are: [N+:1]([C:4]1[C:5]([CH3:11])=[CH:6][C:7]([OH:10])=[CH:8][CH:9]=1)([O-:3])=[O:2].Br[CH2:13][CH2:14][Cl:15].C(=O)([O-])[O-].[K+].[K+]. (4) Given the product [CH2:1]([O:4][C:5]([N:6]([CH2:7][CH:8]1[CH2:9][CH2:10][N:11]([C:31]2([CH2:30][C:29]([O:28][C:24]([CH3:27])([CH3:26])[CH3:25])=[O:42])[CH2:32][N:33]([C:35]([O:37][C:38]([CH3:41])([CH3:40])[CH3:39])=[O:36])[CH2:34]2)[CH2:12][CH2:13]1)[C@@H:14]1[CH2:16][C@H:15]1[C:17]1[CH:18]=[CH:19][CH:20]=[CH:21][CH:22]=1)=[O:23])[CH:2]=[CH2:3], predict the reactants needed to synthesize it. The reactants are: [CH2:1]([O:4][C:5](=[O:23])[N:6]([C@@H:14]1[CH2:16][C@H:15]1[C:17]1[CH:22]=[CH:21][CH:20]=[CH:19][CH:18]=1)[CH2:7][CH:8]1[CH2:13][CH2:12][NH:11][CH2:10][CH2:9]1)[CH:2]=[CH2:3].[C:24]([O:28][C:29](=[O:42])[CH:30]=[C:31]1[CH2:34][N:33]([C:35]([O:37][C:38]([CH3:41])([CH3:40])[CH3:39])=[O:36])[CH2:32]1)([CH3:27])([CH3:26])[CH3:25].C1CCN2C(=NCCC2)CC1. (5) Given the product [Br:5][C:6]1[N:7]([CH2:3][CH2:2][C:1]#[N:4])[C:8]2[C:13]([C:14]=1[CH:15]1[CH2:20][CH2:19][CH2:18][CH2:17][CH2:16]1)=[CH:12][CH:11]=[C:10]([C:21]([O:23][CH3:24])=[O:22])[CH:9]=2, predict the reactants needed to synthesize it. The reactants are: [C:1](#[N:4])[CH:2]=[CH2:3].[Br:5][C:6]1[NH:7][C:8]2[C:13]([C:14]=1[CH:15]1[CH2:20][CH2:19][CH2:18][CH2:17][CH2:16]1)=[CH:12][CH:11]=[C:10]([C:21]([O:23][CH3:24])=[O:22])[CH:9]=2.